Dataset: Forward reaction prediction with 1.9M reactions from USPTO patents (1976-2016). Task: Predict the product of the given reaction. (1) Given the reactants [CH2:1]([O:8][C:9]([NH:11][C@@H:12]([CH2:20][CH:21]=O)[C:13]([O:15][C:16]([CH3:19])([CH3:18])[CH3:17])=[O:14])=[O:10])[C:2]1[CH:7]=[CH:6][CH:5]=[CH:4][CH:3]=1.[NH2:23][CH2:24][C@@H:25]1[C@H:29]2[O:30][C:31]([CH3:34])([CH3:33])[O:32][C@H:28]2[C@H:27]([N:35]2[CH:43]=[N:42][C:41]3[C:36]2=[N:37][CH:38]=[N:39][C:40]=3[NH2:44])[O:26]1.C(O[BH-](OC(=O)C)OC(=O)C)(=O)C.[Na+], predict the reaction product. The product is: [NH2:44][C:40]1[N:39]=[CH:38][N:37]=[C:36]2[C:41]=1[N:42]=[CH:43][N:35]2[C@H:27]1[C@H:28]2[C@H:29]([O:30][C:31]([CH3:33])([CH3:34])[O:32]2)[C@@H:25]([CH2:24][NH:23][CH2:21][CH2:20][C@H:12]([NH:11][C:9](=[O:10])[O:8][CH2:1][C:2]2[CH:3]=[CH:4][CH:5]=[CH:6][CH:7]=2)[C:13]([O:15][C:16]([CH3:17])([CH3:18])[CH3:19])=[O:14])[O:26]1. (2) Given the reactants Br[C:2]1[CH:3]=[C:4]([NH2:9])[CH:5]=[N:6][C:7]=1[CH3:8].CC1(C)C(C)(C)OB([C:18]2[CH:23]=[CH:22][N:21]=[C:20]([N:24]3[CH2:29][CH2:28][O:27][CH2:26][CH2:25]3)[CH:19]=2)O1, predict the reaction product. The product is: [CH3:8][C:7]1[C:2]([C:18]2[CH:23]=[CH:22][N:21]=[C:20]([N:24]3[CH2:25][CH2:26][O:27][CH2:28][CH2:29]3)[CH:19]=2)=[CH:3][C:4]([NH2:9])=[CH:5][N:6]=1.